From a dataset of Forward reaction prediction with 1.9M reactions from USPTO patents (1976-2016). Predict the product of the given reaction. (1) Given the reactants [Cl:1][C:2]1[CH:7]=[CH:6][C:5]([N:8]2[CH2:13][CH2:12][N:11]([C@H:14]3[CH2:18][CH2:17][C@@H:16]([C:19]([O:21]C)=[O:20])[CH2:15]3)[CH2:10][CH2:9]2)=[CH:4][CH:3]=1.O.[OH-].[Li+], predict the reaction product. The product is: [Cl:1][C:2]1[CH:3]=[CH:4][C:5]([N:8]2[CH2:13][CH2:12][N:11]([C@H:14]3[CH2:18][CH2:17][C@@H:16]([C:19]([OH:21])=[O:20])[CH2:15]3)[CH2:10][CH2:9]2)=[CH:6][CH:7]=1. (2) Given the reactants [CH3:1][O:2][C:3]1[CH:4]=[C:5](/[CH:9]=[CH:10]/[C:11]2[CH:16]=[CH:15][C:14]([NH2:17])=[CH:13][CH:12]=2)[CH:6]=[CH:7][CH:8]=1.[C:18]([OH:26])(=[O:25])[C:19]([CH2:21][C:22](O)=[O:23])=[CH2:20], predict the reaction product. The product is: [CH3:1][O:2][C:3]1[CH:4]=[C:5](/[CH:9]=[CH:10]/[C:11]2[CH:12]=[CH:13][C:14]([N:17]3[C:22](=[O:23])[CH2:21][CH:19]([C:18]([OH:26])=[O:25])[CH2:20]3)=[CH:15][CH:16]=2)[CH:6]=[CH:7][CH:8]=1. (3) Given the reactants [Cl:1][C:2]1[CH:3]=[C:4]([NH:8][C:9]2[CH:14]=[C:13]([NH2:15])[N:12]=[CH:11][N:10]=2)[CH:5]=[CH:6][CH:7]=1.[Cl:16][C:17]1[CH:22]=[CH:21][CH:20]=[CH:19][C:18]=1[N:23]=[C:24]=[O:25], predict the reaction product. The product is: [Cl:16][C:17]1[CH:22]=[CH:21][CH:20]=[CH:19][C:18]=1[NH:23][C:24](=[O:25])[NH:15][C:13]1[CH:14]=[C:9]([NH:8][C:4]2[CH:5]=[CH:6][CH:7]=[C:2]([Cl:1])[CH:3]=2)[N:10]=[CH:11][N:12]=1. (4) Given the reactants [CH:1]1([CH:7]([OH:10])[CH2:8][CH3:9])[CH2:6][CH2:5][CH2:4][CH2:3][CH2:2]1.C(N(CC)CC)C.[CH3:18][S:19](Cl)(=[O:21])=[O:20], predict the reaction product. The product is: [CH3:18][S:19]([O:10][CH:7]([CH:1]1[CH2:6][CH2:5][CH2:4][CH2:3][CH2:2]1)[CH2:8][CH3:9])(=[O:21])=[O:20]. (5) The product is: [CH2:1]([O:3][C:4](=[O:11])[CH2:5][CH:6]([O:10][CH3:12])[CH2:7][C:8]#[N:9])[CH3:2]. Given the reactants [CH2:1]([O:3][C:4](=[O:11])[CH2:5][C@H:6]([OH:10])[CH2:7][C:8]#[N:9])[CH3:2].[CH3:12]C(=O)OCC, predict the reaction product. (6) The product is: [Br:1][C:2]1[C:3]([Cl:12])=[CH:4][C:5]([CH3:11])=[C:6]([CH:7]=1)[NH2:8]. Given the reactants [Br:1][C:2]1[CH:7]=[C:6]([N+:8]([O-])=O)[C:5]([CH3:11])=[CH:4][C:3]=1[Cl:12].O.NN, predict the reaction product. (7) Given the reactants [H-].[Na+].[CH3:3][C:4]1[N:5]=[CH:6][NH:7][C:8]=1[CH3:9].[CH3:10][Si:11]([CH2:14][CH2:15][O:16][CH2:17]Cl)([CH3:13])[CH3:12], predict the reaction product. The product is: [CH3:3][C:4]1[N:5]=[CH:6][N:7]([CH2:17][O:16][CH2:15][CH2:14][Si:11]([CH3:13])([CH3:12])[CH3:10])[C:8]=1[CH3:9]. (8) Given the reactants [F:1][C:2]1[CH:3]=[C:4]([CH:42]=[CH:43][CH:44]=1)[CH2:5][N:6]1[CH:10]=[C:9]([C:11]2[C:19]3[C:14](=[N:15][CH:16]=[C:17]([C:20]4[CH:21]=[N:22][C:23]([N:26]5[CH2:31][CH2:30][NH:29][CH2:28][CH2:27]5)=[CH:24][CH:25]=4)[CH:18]=3)[N:13]([S:32]([C:35]3[CH:41]=[CH:40][C:38]([CH3:39])=[CH:37][CH:36]=3)(=[O:34])=[O:33])[CH:12]=2)[CH:8]=[N:7]1.FC1C=C(C=CC=1)CN1C=C(C2C3C(=NC=C(C4C=NC(N5CCN(C)CC5)=CC=4)C=3)NC=2)C=N1.[CH3:80][C@H:81]1[CH2:83][O:82]1, predict the reaction product. The product is: [F:1][C:2]1[CH:3]=[C:4]([CH:42]=[CH:43][CH:44]=1)[CH2:5][N:6]1[CH:10]=[C:9]([C:11]2[C:19]3[C:14](=[N:15][CH:16]=[C:17]([C:20]4[CH:25]=[CH:24][C:23]([N:26]5[CH2:31][CH2:30][N:29]([CH2:80][C@@H:81]([OH:82])[CH3:83])[CH2:28][CH2:27]5)=[N:22][CH:21]=4)[CH:18]=3)[N:13]([S:32]([C:35]3[CH:41]=[CH:40][C:38]([CH3:39])=[CH:37][CH:36]=3)(=[O:34])=[O:33])[CH:12]=2)[CH:8]=[N:7]1. (9) Given the reactants [N+:1]([C:4]1[CH:13]=[CH:12][CH:11]=[C:10]2[C:5]=1[N:6]=[CH:7][CH:8]=[N:9]2)([O-])=O.C([O-])=O.[NH4+].CCOC(C)=O.CCCCCCC, predict the reaction product. The product is: [NH2:1][C:4]1[CH:13]=[CH:12][CH:11]=[C:10]2[C:5]=1[N:6]=[CH:7][CH:8]=[N:9]2.